This data is from Full USPTO retrosynthesis dataset with 1.9M reactions from patents (1976-2016). The task is: Predict the reactants needed to synthesize the given product. (1) Given the product [CH2:1]([NH:8][CH:9]1[CH2:10][CH2:12]1)[C:2]1[CH:3]=[CH:4][CH:5]=[CH:6][CH:7]=1, predict the reactants needed to synthesize it. The reactants are: [CH2:1]([NH:8][CH2:9][CH:10]1[CH2:12]C1)[C:2]1[CH:7]=[CH:6][CH:5]=[CH:4][CH:3]=1. (2) Given the product [CH3:1][CH2:2][CH2:3][CH2:4][CH2:5][CH2:6][CH2:7][CH2:8][C:9]1[CH:14]=[CH:13][C:12]([CH2:15][CH2:16][C:17]([NH2:22])([CH2:18][OH:19])[CH2:20][OH:21])=[CH:11][CH:10]=1.[ClH:23].[C:24]([O-:27])(=[O:26])[CH3:25], predict the reactants needed to synthesize it. The reactants are: [CH3:1][CH2:2][CH2:3][CH2:4][CH2:5][CH2:6][CH2:7][CH2:8][C:9]1[CH:10]=[CH:11][C:12]([CH2:15][CH2:16][C:17]([NH2:22])([CH2:20][OH:21])[CH2:18][OH:19])=[CH:13][CH:14]=1.[ClH:23].[C:24]([OH:27])(=[O:26])[CH3:25].